Dataset: hERG Central: cardiac toxicity at 1µM, 10µM, and general inhibition. Task: Predict hERG channel inhibition at various concentrations. (1) The compound is Cc1cc(C)cc(NC(=O)N2CCC(C(=O)c3ccc(F)cc3)CC2)c1. Results: hERG_inhib (hERG inhibition (general)): blocker. (2) The molecule is CN1CCN(c2nnc(-c3cccs3)c3ccccc23)CC1. Results: hERG_inhib (hERG inhibition (general)): blocker. (3) The molecule is O=C(N/N=C/c1ccc(O)cc1)NC12CC3CC(CC(C3)C1)C2. Results: hERG_inhib (hERG inhibition (general)): blocker. (4) The molecule is Cn1c(CCN2CCCCC2)nc2cc([N+](=O)[O-])ccc21. Results: hERG_inhib (hERG inhibition (general)): blocker. (5) The molecule is COc1ccc2c(c1)[nH]c1c(=O)n(/N=C/c3ccc(OC)c(CN4CCCC4)c3)cnc12. Results: hERG_inhib (hERG inhibition (general)): blocker. (6) The compound is CCCOc1ccc(NC(=O)CC2C(=O)N(CC)C(=S)N2CCCN2CCN(Cc3ccccc3)CC2)cc1. Results: hERG_inhib (hERG inhibition (general)): blocker.